This data is from Full USPTO retrosynthesis dataset with 1.9M reactions from patents (1976-2016). The task is: Predict the reactants needed to synthesize the given product. (1) Given the product [CH2:1]([O:3][C:4]([N:6]1[CH2:7][CH2:8][N:9]([C:12]([CH:14]([NH:21][C:22]([C:24]2[CH:33]=[C:32]([Cl:34])[C:31]3[C:26](=[CH:27][CH:28]=[CH:29][CH:30]=3)[N:25]=2)=[O:23])[CH2:15][CH2:16][C:17]([OH:19])=[O:18])=[O:13])[CH2:10][CH2:11]1)=[O:5])[CH3:2], predict the reactants needed to synthesize it. The reactants are: [CH2:1]([O:3][C:4]([N:6]1[CH2:11][CH2:10][N:9]([C:12]([CH:14]([NH:21][C:22]([C:24]2[CH:33]=[C:32]([Cl:34])[C:31]3[C:26](=[CH:27][CH:28]=[CH:29][CH:30]=3)[N:25]=2)=[O:23])[CH2:15][CH2:16][C:17]([O:19]C)=[O:18])=[O:13])[CH2:8][CH2:7]1)=[O:5])[CH3:2].[Li+].[OH-]. (2) Given the product [CH3:1][CH:2]1[C:10]2[CH:9]=[CH:8][CH:7]=[C:6]([OH:11])[C:5]=2[CH2:4][CH2:3]1, predict the reactants needed to synthesize it. The reactants are: [CH2:1]=[C:2]1[C:10]2[CH:9]=[CH:8][CH:7]=[C:6]([OH:11])[C:5]=2[CH2:4][CH2:3]1.[H][H]. (3) Given the product [C:22]1([CH3:21])[CH:27]=[CH:26][CH:25]=[C:24]([CH2:28][CH2:29][NH:30][CH:2]2[C:10]3[C:5](=[CH:6][C:7]([O:11][C:12]4[CH:20]=[CH:19][C:15]([C:16]([NH2:18])=[O:17])=[CH:14][N:13]=4)=[CH:8][CH:9]=3)[CH2:4][CH2:3]2)[CH:23]=1, predict the reactants needed to synthesize it. The reactants are: O=[C:2]1[C:10]2[C:5](=[CH:6][C:7]([O:11][C:12]3[CH:20]=[CH:19][C:15]([C:16]([NH2:18])=[O:17])=[CH:14][N:13]=3)=[CH:8][CH:9]=2)[CH2:4][CH2:3]1.[CH3:21][C:22]1[CH:23]=[C:24]([CH2:28][CH2:29][NH2:30])[CH:25]=[CH:26][CH:27]=1.C1COCC1.[BH3-]C#N.[Na+]. (4) Given the product [Cl:29][C:26]1[CH:27]=[CH:28][C:23]([C:22]([N:11]2[CH2:12][CH:13]([OH:14])[CH:9]([N:4]3[CH2:3][CH2:2][NH:1][CH2:6][C:5]3=[O:8])[CH2:10]2)=[O:30])=[CH:24][CH:25]=1, predict the reactants needed to synthesize it. The reactants are: [NH2:1][CH2:2][CH2:3][N:4]([CH:9]1[CH:13]([O:14][Si](C(C)(C)C)(C)C)[CH2:12][N:11]([C:22](=[O:30])[C:23]2[CH:28]=[CH:27][C:26]([Cl:29])=[CH:25][CH:24]=2)[CH2:10]1)[C:5](=[O:8])[CH2:6]Cl.NCCN(C1C(O)CN(C(=O)C2C=CC(Cl)=CC=2)C1)C(=O)CCl.C([O-])([O-])=O.[K+].[K+].CCOC(C)=O. (5) Given the product [CH2:21]([O:28][C:29]([NH:1][C:2]1[C:3](=[O:12])[NH:4][C:5]2[C:10]([CH:11]=1)=[CH:9][CH:8]=[CH:7][CH:6]=2)=[O:30])[C:22]1[CH:27]=[CH:26][CH:25]=[CH:24][CH:23]=1, predict the reactants needed to synthesize it. The reactants are: [NH2:1][C:2]1[C:3](=[O:12])[NH:4][C:5]2[C:10]([CH:11]=1)=[CH:9][CH:8]=[CH:7][CH:6]=2.O1CCOCC1.[OH-].[Na+].[CH2:21]([O:28][C:29](Cl)=[O:30])[C:22]1[CH:27]=[CH:26][CH:25]=[CH:24][CH:23]=1.